Predict the reactants needed to synthesize the given product. From a dataset of Full USPTO retrosynthesis dataset with 1.9M reactions from patents (1976-2016). (1) The reactants are: [CH3:1][N:2]([CH3:6])[C:3]([Cl:5])=[O:4].C(N(CC)CC)C.[CH3:14][CH:15]([NH2:30])[CH2:16][O:17][CH2:18][CH:19]([O:21][CH2:22][CH:23]([O:25][CH2:26][CH:27]([NH2:29])[CH3:28])[CH3:24])[CH3:20].NC(N)=O. Given the product [CH3:1][N:2]([CH3:6])[C:3]([Cl:5])=[O:4].[CH3:14][CH:15]([NH2:30])[CH2:16][O:17][CH2:18][CH:19]([O:21][CH2:22][CH:23]([O:25][CH2:26][CH:27]([NH2:29])[CH3:28])[CH3:24])[CH3:20], predict the reactants needed to synthesize it. (2) Given the product [ClH:31].[F:1][C:2]1[C:11]([CH:12]([OH:29])[CH2:13][N:14]2[CH2:15][CH2:16][C:17]([OH:28])([C:20]3[CH:25]=[CH:24][CH:23]=[C:22]([O:26][CH3:27])[CH:21]=3)[CH2:18][CH2:19]2)=[CH:10][CH:9]=[C:8]2[C:3]=1[CH2:4][CH2:5][C:6](=[O:30])[NH:7]2, predict the reactants needed to synthesize it. The reactants are: [F:1][C:2]1[C:11]([CH:12]([OH:29])[CH2:13][N:14]2[CH2:19][CH2:18][C:17]([OH:28])([C:20]3[CH:25]=[CH:24][CH:23]=[C:22]([O:26][CH3:27])[CH:21]=3)[CH2:16][CH2:15]2)=[CH:10][CH:9]=[C:8]2[C:3]=1[CH2:4][CH2:5][C:6](=[O:30])[NH:7]2.[ClH:31].CCOC(C)=O. (3) Given the product [F:1][C:2]1[CH:7]=[CH:6][C:5]([NH:8][C:9]2[C:10]3[C:17]([CH3:18])=[C:16]([C:19]([NH2:32])=[O:20])[S:15][C:11]=3[N:12]=[CH:13][N:14]=2)=[C:4]([O:22][C@@H:23]2[CH2:27][CH2:26][N:25]([S:28]([CH3:31])(=[O:29])=[O:30])[CH2:24]2)[CH:3]=1, predict the reactants needed to synthesize it. The reactants are: [F:1][C:2]1[CH:7]=[CH:6][C:5]([NH:8][C:9]2[C:10]3[C:17]([CH3:18])=[C:16]([C:19](O)=[O:20])[S:15][C:11]=3[N:12]=[CH:13][N:14]=2)=[C:4]([O:22][C@@H:23]2[CH2:27][CH2:26][N:25]([S:28]([CH3:31])(=[O:30])=[O:29])[CH2:24]2)[CH:3]=1.[NH3:32]. (4) Given the product [Br:12][C:4]1[CH:3]=[C:2]([C:19]([OH:20])([CH3:21])[CH3:18])[CH:7]=[C:6]([C:8]([CH3:11])([CH3:10])[CH3:9])[CH:5]=1, predict the reactants needed to synthesize it. The reactants are: Br[C:2]1[CH:7]=[C:6]([C:8]([CH3:11])([CH3:10])[CH3:9])[CH:5]=[C:4]([Br:12])[CH:3]=1.[Li]CCCC.[CH3:18][C:19]([CH3:21])=[O:20]. (5) Given the product [C:1]([O:5][C:6]([N:8]1[CH2:11][C:10]2([CH2:12][N:13]([C:18]3[CH:19]=[N:20][CH:21]=[C:16]([Cl:15])[N:17]=3)[CH2:14]2)[CH2:9]1)=[O:7])([CH3:4])([CH3:2])[CH3:3], predict the reactants needed to synthesize it. The reactants are: [C:1]([O:5][C:6]([N:8]1[CH2:11][C:10]2([CH2:14][NH:13][CH2:12]2)[CH2:9]1)=[O:7])([CH3:4])([CH3:3])[CH3:2].[Cl:15][C:16]1[CH:21]=[N:20][CH:19]=[C:18](Cl)[N:17]=1.CCN(C(C)C)C(C)C. (6) Given the product [Cl:27][C:28]1[CH:33]=[CH:32][C:31]([CH:34]2[CH2:43][CH:42]([OH:44])[C:41]3[C:36](=[CH:37][CH:38]=[C:39]([O:45][C:7]4[CH:6]=[CH:5][C:4]([N+:1]([O-:3])=[O:2])=[CH:9][N:8]=4)[CH:40]=3)[O:35]2)=[CH:30][CH:29]=1, predict the reactants needed to synthesize it. The reactants are: [N+:1]([C:4]1[CH:5]=[CH:6][C:7](OC2C=C3C(=CC=2)OC(C2C=CC=CC=2)CC3)=[N:8][CH:9]=1)([O-:3])=[O:2].[Cl:27][C:28]1[CH:33]=[CH:32][C:31]([CH:34]2[CH2:43][CH:42]([OH:44])[C:41]3[C:36](=[CH:37][CH:38]=[C:39]([OH:45])[CH:40]=3)[O:35]2)=[CH:30][CH:29]=1. (7) The reactants are: Cl[C:2]1[N:11]=[C:10]([C:12]2[CH:13]=[C:14]([NH:18][C:19](=[O:25])[O:20][C:21]([CH3:24])([CH3:23])[CH3:22])[CH:15]=[CH:16][CH:17]=2)[C:9]2[C:4](=[CH:5][C:6]([O:28][CH3:29])=[C:7]([O:26][CH3:27])[CH:8]=2)[N:3]=1.[CH3:30][NH2:31].[Cl-].[Na+]. Given the product [CH3:27][O:26][C:7]1[CH:8]=[C:9]2[C:4](=[CH:5][C:6]=1[O:28][CH3:29])[N:3]=[C:2]([NH:31][CH3:30])[N:11]=[C:10]2[C:12]1[CH:13]=[C:14]([NH:18][C:19](=[O:25])[O:20][C:21]([CH3:24])([CH3:23])[CH3:22])[CH:15]=[CH:16][CH:17]=1, predict the reactants needed to synthesize it. (8) Given the product [CH3:27][C@@H:17]1[CH2:18][N:19]([C:20]([O:22][C:23]([CH3:24])([CH3:26])[CH3:25])=[O:21])[C:12]2[C:8]3[C:9]4[CH:10]=[CH:11][C:2]([NH:1][C:30]5[CH:35]=[CH:34][N:33]=[C:32]([S:36]([CH3:39])(=[O:38])=[O:37])[N:31]=5)=[N:3][C:4]=4[CH:5]=[CH:6][C:7]=3[S:14][C:13]=2[C:15](=[O:28])[NH:16]1, predict the reactants needed to synthesize it. The reactants are: [NH2:1][C:2]1[CH:11]=[CH:10][C:9]2[C:8]3[C:12]4[N:19]([C:20]([O:22][C:23]([CH3:26])([CH3:25])[CH3:24])=[O:21])[CH2:18][C@@H:17]([CH3:27])[NH:16][C:15](=[O:28])[C:13]=4[S:14][C:7]=3[CH:6]=[CH:5][C:4]=2[N:3]=1.Cl[C:30]1[CH:35]=[CH:34][N:33]=[C:32]([S:36]([CH3:39])(=[O:38])=[O:37])[N:31]=1.C(=O)([O-])[O-].[K+].[K+].CN(C1C(C2C(P(C3CCCCC3)C3CCCCC3)=CC=CC=2)=CC=CC=1)C. (9) Given the product [Br:1][C:2]1[CH:3]=[C:4]([CH:8]=[CH:9][CH:10]=1)[C:5]([NH:39][CH2:40][CH:41]([OH:53])[CH2:42][N:43]1[CH2:52][CH2:51][C:50]2[C:45](=[CH:46][CH:47]=[CH:48][CH:49]=2)[CH2:44]1)=[O:7], predict the reactants needed to synthesize it. The reactants are: [Br:1][C:2]1[CH:3]=[C:4]([CH:8]=[CH:9][CH:10]=1)[C:5]([OH:7])=O.CCN(CC)CC.CCN=C=NCCCN(C)C.C1C=CC2N(O)N=NC=2C=1.[NH2:39][CH2:40][CH:41]([OH:53])[CH2:42][N:43]1[CH2:52][CH2:51][C:50]2[C:45](=[CH:46][CH:47]=[CH:48][CH:49]=2)[CH2:44]1. (10) Given the product [C:24]1([C:27]2[CH:28]=[CH:29][CH:30]=[CH:31][CH:32]=2)[CH:23]=[CH:22][C:21]([C:17]2[O:18][C:19]([CH3:20])=[C:15]([CH2:14][CH2:13][O:12][C:9]3[CH:10]=[CH:11][C:6]([CH2:5][CH2:4][C:3]([OH:2])=[O:41])=[C:7]([CH2:33][N:34]([CH2:52][CH3:53])[C:35]([O:37][CH:38]([CH3:40])[CH3:39])=[O:36])[CH:8]=3)[N:16]=2)=[CH:26][CH:25]=1, predict the reactants needed to synthesize it. The reactants are: C[O:2][C:3](=[O:41])[CH2:4][CH2:5][C:6]1[CH:11]=[CH:10][C:9]([O:12][CH2:13][CH2:14][C:15]2[N:16]=[C:17]([C:21]3[CH:26]=[CH:25][C:24]([C:27]4[CH:32]=[CH:31][CH:30]=[CH:29][CH:28]=4)=[CH:23][CH:22]=3)[O:18][C:19]=2[CH3:20])=[CH:8][C:7]=1[CH2:33][NH:34][C:35]([O:37][CH:38]([CH3:40])[CH3:39])=[O:36].C[Si]([N-][Si](C)(C)C)(C)C.[Na+].[CH2:52](I)[CH3:53].